Dataset: Full USPTO retrosynthesis dataset with 1.9M reactions from patents (1976-2016). Task: Predict the reactants needed to synthesize the given product. (1) Given the product [ClH:35].[NH2:26][CH2:25][CH2:24][NH:23][C:21](=[O:22])[CH2:20][CH2:19][CH2:18][CH2:17][CH2:16][N:9]1[C:8]2[C:3](=[CH:4][CH:5]=[CH:6][CH:7]=2)[C:2](=[O:1])[C:15]2[CH:14]=[CH:13][CH:12]=[CH:11][C:10]1=2, predict the reactants needed to synthesize it. The reactants are: [O:1]=[C:2]1[C:15]2[CH:14]=[CH:13][CH:12]=[CH:11][C:10]=2[N:9]([CH2:16][CH2:17][CH2:18][CH2:19][CH2:20][C:21]([NH:23][CH2:24][CH2:25][NH:26]C(=O)OC(C)(C)C)=[O:22])[C:8]2[C:3]1=[CH:4][CH:5]=[CH:6][CH:7]=2.C(Cl)[Cl:35]. (2) Given the product [Br:23][CH2:24][CH2:25][CH2:26][C@@:11]1([C:13]([O:15][CH2:16][C:17]2[CH:22]=[CH:21][CH:20]=[CH:19][CH:18]=2)=[O:14])[CH2:12][C@H:8]([N:3]2[C:2]([CH3:1])=[CH:6][CH:5]=[C:4]2[CH3:7])[CH:9]=[CH:10]1, predict the reactants needed to synthesize it. The reactants are: [CH3:1][C:2]1[N:3]([CH:8]2[CH2:12][C@H:11]([C:13]([O:15][CH2:16][C:17]3[CH:22]=[CH:21][CH:20]=[CH:19][CH:18]=3)=[O:14])[CH:10]=[CH:9]2)[C:4]([CH3:7])=[CH:5][CH:6]=1.[Br:23][CH2:24][CH2:25][CH2:26]Br. (3) Given the product [Cl:29][C:17]1[CH:16]=[C:15]([NH:14][C:12]2[N:11]=[CH:10][N:9]=[C:8]3[NH:7][N:6]=[C:5]([O:4][CH2:3][CH2:2][N:32]4[CH2:31][CH2:30][CH2:36][O:35][CH2:34][CH2:33]4)[C:13]=23)[CH:20]=[CH:19][C:18]=1[O:21][CH2:22][C:23]1[CH:28]=[CH:27][CH:26]=[CH:25][N:24]=1, predict the reactants needed to synthesize it. The reactants are: Cl[CH2:2][CH2:3][O:4][C:5]1[C:13]2[C:8](=[N:9][CH:10]=[N:11][C:12]=2[NH:14][C:15]2[CH:20]=[CH:19][C:18]([O:21][CH2:22][C:23]3[CH:28]=[CH:27][CH:26]=[CH:25][N:24]=3)=[C:17]([Cl:29])[CH:16]=2)[NH:7][N:6]=1.[CH2:30]1[CH2:36][O:35][CH2:34][CH2:33][NH:32][CH2:31]1. (4) Given the product [F:1][C:2]1[C:3]([CH:8]2[CH2:9][C:10](=[O:11])[C:12]3[C:17](=[CH:16][C:15]([NH:19][C:20](=[O:22])[CH3:21])=[C:14]([CH3:23])[CH:13]=3)[O:18]2)=[N:4][CH:5]=[CH:6][CH:7]=1, predict the reactants needed to synthesize it. The reactants are: [F:1][C:2]1[C:3](/[CH:8]=[CH:9]/[C:10]([C:12]2[C:17]([OH:18])=[CH:16][C:15]([NH:19][C:20](=[O:22])[CH3:21])=[C:14]([CH3:23])[CH:13]=2)=[O:11])=[N:4][CH:5]=[CH:6][CH:7]=1.C(O)C.[OH-].[K+]. (5) Given the product [BrH:12].[Cl:11][C:8]1[CH:7]=[C:3]([C:4]([NH2:6])=[O:5])[C:2](=[NH:1])[N:10]([CH2:13][C:14]2[CH:15]=[C:16]([C:17]#[N:18])[CH:19]=[C:20]([Cl:22])[CH:21]=2)[CH:9]=1, predict the reactants needed to synthesize it. The reactants are: [NH2:1][C:2]1[N:10]=[CH:9][C:8]([Cl:11])=[CH:7][C:3]=1[C:4]([NH2:6])=[O:5].[Br:12][CH2:13][C:14]1[CH:15]=[C:16]([CH:19]=[C:20]([Cl:22])[CH:21]=1)[C:17]#[N:18]. (6) Given the product [C:1]([O:5][C:6]([C:8]1([CH2:29][CH3:30])[N:12]2[C:13](=[O:28])[C:14]([NH:17][C:18]([O:20][CH2:21][C:22]3[CH:27]=[CH:26][CH:25]=[CH:24][CH:23]=3)=[O:19])=[CH:15][N:16]=[C:11]2[CH2:10][CH2:9]1)=[O:7])([CH3:4])([CH3:2])[CH3:3], predict the reactants needed to synthesize it. The reactants are: [C:1]([O:5][C:6]([C:8]1([CH3:29])[N:12]2[C:13](=[O:28])[C:14]([NH:17][C:18]([O:20][CH2:21][C:22]3[CH:27]=[CH:26][CH:25]=[CH:24][CH:23]=3)=[O:19])=[CH:15][N:16]=[C:11]2[CH2:10][CH2:9]1)=[O:7])([CH3:4])([CH3:3])[CH3:2].[CH2:30](OC(NC1C(=O)N2[C@H](C(OC(C)(C)C)=O)CCC2=NC=1)=O)C1C=CC=CC=1.C(I)C. (7) Given the product [ClH:25].[Cl:25][C:24]1[CH:23]=[C:22]2[C:17]([CH:18]=[CH:19][NH:20][C:21]2=[O:26])=[CH:16][C:15]=1[O:14][CH:11]1[CH2:12][CH2:13][NH:8][CH2:9][CH2:10]1, predict the reactants needed to synthesize it. The reactants are: C(OC([N:8]1[CH2:13][CH2:12][CH:11]([O:14][C:15]2[CH:16]=[C:17]3[C:22](=[CH:23][C:24]=2[Cl:25])[C:21]([O:26]CC2C=CC=CC=2)=[N:20][CH:19]=[CH:18]3)[CH2:10][CH2:9]1)=O)(C)(C)C. (8) Given the product [ClH:33].[CH2:1]([C:3]1[C:4]([C:29]([F:32])([F:31])[F:30])=[N:5][N:6]([C:19]2[CH:20]=[CH:21][C:22]([S:25]([NH2:28])(=[O:27])=[O:26])=[N:23][CH:24]=2)[C:7]=1[C:8]1[CH:13]=[CH:12][C:11]([C:14]2[S:18][CH:17]=[N:16][CH:15]=2)=[CH:10][CH:9]=1)[CH3:2], predict the reactants needed to synthesize it. The reactants are: [CH2:1]([C:3]1[C:4]([C:29]([F:32])([F:31])[F:30])=[N:5][N:6]([C:19]2[CH:20]=[CH:21][C:22]([S:25]([NH2:28])(=[O:27])=[O:26])=[N:23][CH:24]=2)[C:7]=1[C:8]1[CH:13]=[CH:12][C:11]([C:14]2[S:18][CH:17]=[N:16][CH:15]=2)=[CH:10][CH:9]=1)[CH3:2].[Cl:33]C1C(C(F)(F)F)=NN(C2C=CC(S(N)(=O)=O)=NC=2)C=1C1C=CC(C2N=CSC=2)=CC=1. (9) Given the product [Cl:1][C:2]1[CH:3]=[C:4]([N:8]2[C:12]([CH2:13][NH:14][C:15](=[O:29])[CH:16]([C:18]3[CH:19]=[N:20][C:21]([NH:24][CH2:25][CH2:26][OH:27])=[CH:22][CH:23]=3)[CH3:17])=[CH:11][C:10]([C:30]([F:33])([F:31])[F:32])=[N:9]2)[CH:5]=[CH:6][CH:7]=1, predict the reactants needed to synthesize it. The reactants are: [Cl:1][C:2]1[CH:3]=[C:4]([N:8]2[C:12]([CH2:13][NH:14][C:15](=[O:29])[CH:16]([C:18]3[CH:19]=[N:20][C:21]([NH:24][CH2:25][CH2:26][O:27]C)=[CH:22][CH:23]=3)[CH3:17])=[CH:11][C:10]([C:30]([F:33])([F:32])[F:31])=[N:9]2)[CH:5]=[CH:6][CH:7]=1.B(Br)(Br)Br.C([O-])(O)=O.[Na+].